Predict the reactants needed to synthesize the given product. From a dataset of Full USPTO retrosynthesis dataset with 1.9M reactions from patents (1976-2016). (1) The reactants are: [NH2:1][C:2]1[CH:3]=[C:4]([C:29]#[N:30])[CH:5]=[C:6]([CH:28]=1)[C:7]([NH:9][C:10]1[C:15]([CH3:16])=[CH:14][C:13]([C:17]([F:26])([C:22]([F:25])([F:24])[F:23])[C:18]([F:21])([F:20])[F:19])=[CH:12][C:11]=1[CH3:27])=[O:8].N1C=CC=CC=1.[C:37]([C:39]1[CH:47]=[CH:46][C:42]([C:43](Cl)=[O:44])=[CH:41][CH:40]=1)#[N:38].C(=O)([O-])O.[Na+]. Given the product [C:29]([C:4]1[CH:5]=[C:6]([CH:28]=[C:2]([NH:1][C:43](=[O:44])[C:42]2[CH:46]=[CH:47][C:39]([C:37]#[N:38])=[CH:40][CH:41]=2)[CH:3]=1)[C:7]([NH:9][C:10]1[C:11]([CH3:27])=[CH:12][C:13]([C:17]([F:26])([C:18]([F:19])([F:20])[F:21])[C:22]([F:23])([F:24])[F:25])=[CH:14][C:15]=1[CH3:16])=[O:8])#[N:30], predict the reactants needed to synthesize it. (2) Given the product [NH:4]1[C:5]2[N:6]=[CH:7][CH:8]=[C:9]([NH2:11])[C:10]=2[CH:2]=[N:3]1, predict the reactants needed to synthesize it. The reactants are: I[C:2]1[C:10]2[C:9]([N:11](C)C)=[CH:8][CH:7]=[N:6][C:5]=2[NH:4][N:3]=1.[H-].[Na+]. (3) Given the product [CH2:1]([C:3]1[CH:8]=[C:7]([OH:11])[CH:6]=[CH:5][N:4]=1)[CH3:2], predict the reactants needed to synthesize it. The reactants are: [CH2:1]([C:3]1[CH:8]=[C:7](N)[CH:6]=[CH:5][N:4]=1)[CH3:2].[N+]([O-])(O)=[O:11].N([O-])=O.[Na+]. (4) The reactants are: [Br:1][C:2]1[CH:7]=[CH:6][C:5]([CH2:8][C:9]([O:11][CH2:12][CH3:13])=[O:10])=[CH:4][CH:3]=1.[H-].[Na+].Br[CH2:17][CH2:18][CH2:19][CH2:20]Br.Cl. Given the product [CH2:12]([O:11][C:9]([C:8]1([C:5]2[CH:4]=[CH:3][C:2]([Br:1])=[CH:7][CH:6]=2)[CH2:20][CH2:19][CH2:18][CH2:17]1)=[O:10])[CH3:13], predict the reactants needed to synthesize it. (5) Given the product [C:1]1([C:7]2[N:8]=[CH:9][C:10]([CH:11]([OH:12])[CH3:15])=[CH:13][CH:14]=2)[CH:2]=[CH:3][CH:4]=[CH:5][CH:6]=1, predict the reactants needed to synthesize it. The reactants are: [C:1]1([C:7]2[CH:14]=[CH:13][C:10]([CH:11]=[O:12])=[CH:9][N:8]=2)[CH:6]=[CH:5][CH:4]=[CH:3][CH:2]=1.[CH3:15][Mg]Br. (6) Given the product [CH:13]([N:15]=[C:8]([NH2:10])[C:7]1[CH:6]=[CH:5][C:4]([N+:1]([O-:3])=[O:2])=[CH:12][CH:11]=1)=[O:14], predict the reactants needed to synthesize it. The reactants are: [N+:1]([C:4]1[CH:12]=[CH:11][C:7]([C:8]([NH2:10])=O)=[CH:6][CH:5]=1)([O-:3])=[O:2].[CH:13]([NH2:15])=[O:14]. (7) Given the product [Cl:1][C:2]1[C:11]([NH2:12])=[C:10]([NH:15][CH2:16][C:17]2[O:21][N:20]=[C:19]([C:22]3[CH:23]=[CH:24][C:25]([F:28])=[CH:26][CH:27]=3)[CH:18]=2)[C:9]2[C:4](=[CH:5][CH:6]=[CH:7][CH:8]=2)[N:3]=1, predict the reactants needed to synthesize it. The reactants are: [Cl:1][C:2]1[C:11]([N+:12]([O-])=O)=[C:10]([NH:15][CH2:16][C:17]2[O:21][N:20]=[C:19]([C:22]3[CH:27]=[CH:26][C:25]([F:28])=[CH:24][CH:23]=3)[CH:18]=2)[C:9]2[C:4](=[CH:5][CH:6]=[CH:7][CH:8]=2)[N:3]=1. (8) Given the product [ClH:64].[ClH:64].[C:1]([C:4]1[CH:9]=[CH:8][C:7]([NH:10][C:11]2[N:15]([CH2:16][CH2:17][CH2:18][NH:37][CH2:38][CH:39]3[CH2:44][CH2:43][CH2:42][CH2:41][CH2:40]3)[C:14]3[CH:20]=[C:21]([C:24]([N:26]([CH2:32][CH2:33][CH:34]([CH3:35])[CH3:36])[CH2:27][CH2:28][CH:29]([CH3:30])[CH3:31])=[O:25])[CH:22]=[CH:23][C:13]=3[N:12]=2)=[CH:6][CH:5]=1)(=[O:3])[CH3:2], predict the reactants needed to synthesize it. The reactants are: [C:1]([C:4]1[CH:9]=[CH:8][C:7]([NH:10][C:11]2[N:15]([CH2:16][CH2:17][CH:18]=O)[C:14]3[CH:20]=[C:21]([C:24]([N:26]([CH2:32][CH2:33][CH:34]([CH3:36])[CH3:35])[CH2:27][CH2:28][CH:29]([CH3:31])[CH3:30])=[O:25])[CH:22]=[CH:23][C:13]=3[N:12]=2)=[CH:6][CH:5]=1)(=[O:3])[CH3:2].[NH2:37][CH2:38][CH:39]1[CH2:44][CH2:43][CH2:42][CH2:41][CH2:40]1.C(O[BH-](OC(=O)C)OC(=O)C)(=O)C.[Na+].C(=O)([O-])O.[Na+].[Cl:64]CCl.